From a dataset of Full USPTO retrosynthesis dataset with 1.9M reactions from patents (1976-2016). Predict the reactants needed to synthesize the given product. Given the product [CH2:9]([N:1]1[CH2:5][CH2:4][CH2:3][C:2]1=[O:6])[C:8]#[CH:7], predict the reactants needed to synthesize it. The reactants are: [NH:1]1[CH2:5][CH2:4][CH2:3][C:2]1=[O:6].[CH2:7](Br)[C:8]#[CH:9].